This data is from NCI-60 drug combinations with 297,098 pairs across 59 cell lines. The task is: Regression. Given two drug SMILES strings and cell line genomic features, predict the synergy score measuring deviation from expected non-interaction effect. (1) Drug 1: CCN(CC)CCNC(=O)C1=C(NC(=C1C)C=C2C3=C(C=CC(=C3)F)NC2=O)C. Drug 2: C1=CN(C=N1)CC(O)(P(=O)(O)O)P(=O)(O)O. Cell line: MDA-MB-231. Synergy scores: CSS=-4.05, Synergy_ZIP=1.15, Synergy_Bliss=-0.0194, Synergy_Loewe=-3.88, Synergy_HSA=-3.16. (2) Drug 1: C1=NC(=NC(=O)N1C2C(C(C(O2)CO)O)O)N. Drug 2: C1=NNC2=C1C(=O)NC=N2. Cell line: SR. Synergy scores: CSS=63.8, Synergy_ZIP=0.572, Synergy_Bliss=2.57, Synergy_Loewe=-27.6, Synergy_HSA=1.62. (3) Drug 1: C1=NC2=C(N=C(N=C2N1C3C(C(C(O3)CO)O)O)F)N. Drug 2: CCCCC(=O)OCC(=O)C1(CC(C2=C(C1)C(=C3C(=C2O)C(=O)C4=C(C3=O)C=CC=C4OC)O)OC5CC(C(C(O5)C)O)NC(=O)C(F)(F)F)O. Cell line: A498. Synergy scores: CSS=30.9, Synergy_ZIP=4.48, Synergy_Bliss=5.28, Synergy_Loewe=-17.4, Synergy_HSA=2.13. (4) Drug 1: CC1C(C(CC(O1)OC2CC(OC(C2O)C)OC3=CC4=CC5=C(C(=O)C(C(C5)C(C(=O)C(C(C)O)O)OC)OC6CC(C(C(O6)C)O)OC7CC(C(C(O7)C)O)OC8CC(C(C(O8)C)O)(C)O)C(=C4C(=C3C)O)O)O)O. Drug 2: C(CC(=O)O)C(=O)CN.Cl. Cell line: SF-539. Synergy scores: CSS=62.8, Synergy_ZIP=-2.59, Synergy_Bliss=-2.33, Synergy_Loewe=-35.0, Synergy_HSA=-1.37. (5) Drug 1: C1C(C(OC1N2C=NC(=NC2=O)N)CO)O. Drug 2: COCCOC1=C(C=C2C(=C1)C(=NC=N2)NC3=CC=CC(=C3)C#C)OCCOC.Cl. Cell line: MDA-MB-435. Synergy scores: CSS=12.9, Synergy_ZIP=-3.23, Synergy_Bliss=-2.51, Synergy_Loewe=2.21, Synergy_HSA=2.28. (6) Drug 1: CC1C(C(=O)NC(C(=O)N2CCCC2C(=O)N(CC(=O)N(C(C(=O)O1)C(C)C)C)C)C(C)C)NC(=O)C3=C4C(=C(C=C3)C)OC5=C(C(=O)C(=C(C5=N4)C(=O)NC6C(OC(=O)C(N(C(=O)CN(C(=O)C7CCCN7C(=O)C(NC6=O)C(C)C)C)C)C(C)C)C)N)C. Drug 2: C1CN1P(=S)(N2CC2)N3CC3. Cell line: ACHN. Synergy scores: CSS=21.6, Synergy_ZIP=-3.02, Synergy_Bliss=3.00, Synergy_Loewe=2.45, Synergy_HSA=3.13. (7) Drug 1: CCC(=C(C1=CC=CC=C1)C2=CC=C(C=C2)OCCN(C)C)C3=CC=CC=C3.C(C(=O)O)C(CC(=O)O)(C(=O)O)O. Drug 2: CN(C(=O)NC(C=O)C(C(C(CO)O)O)O)N=O. Cell line: IGROV1. Synergy scores: CSS=-0.406, Synergy_ZIP=0.161, Synergy_Bliss=-0.0679, Synergy_Loewe=-1.68, Synergy_HSA=-1.03.